From a dataset of Catalyst prediction with 721,799 reactions and 888 catalyst types from USPTO. Predict which catalyst facilitates the given reaction. (1) Reactant: Cl[CH2:2][CH:3]([C:5]1[N:6]([CH3:10])[CH:7]=[CH:8][CH:9]=1)[OH:4].[CH3:11][NH2:12].[BH4-].[Na+]. Product: [CH3:11][NH:12][CH2:2][CH:3]([C:5]1[N:6]([CH3:10])[CH:7]=[CH:8][CH:9]=1)[OH:4]. The catalyst class is: 24. (2) Reactant: [Cl:1][C:2]1[CH:3]=[C:4]2[C:8](=[CH:9][CH:10]=1)[NH:7][CH:6]=[C:5]2[CH2:11][CH2:12][NH:13][C:14](=[O:22])[C:15]1[CH:20]=[CH:19][CH:18]=[C:17](I)[CH:16]=1.[F:23][C:24]1[CH:29]=[CH:28][C:27](B(O)O)=[CH:26][CH:25]=1.C(=O)([O-])[O-].[Na+].[Na+]. Product: [Cl:1][C:2]1[CH:3]=[C:4]2[C:8](=[CH:9][CH:10]=1)[NH:7][CH:6]=[C:5]2[CH2:11][CH2:12][NH:13][C:14]([C:15]1[C:20]([C:27]2[CH:28]=[CH:29][C:24]([F:23])=[CH:25][CH:26]=2)=[CH:19][CH:18]=[CH:17][CH:16]=1)=[O:22].[Cl:1][C:2]1[CH:3]=[C:4]2[C:8](=[CH:9][CH:10]=1)[NH:7][CH:6]=[C:5]2[CH2:11][CH2:12][NH:13][C:14]([C:15]1[CH:16]=[C:17]([C:27]2[CH:28]=[CH:29][C:24]([F:23])=[CH:25][CH:26]=2)[CH:18]=[CH:19][CH:20]=1)=[O:22]. The catalyst class is: 437. (3) Reactant: [OH:1][CH2:2][C:3]([CH2:12][O:13][CH3:14])([C:6]([CH3:11])([CH3:10])[CH:7]([CH3:9])[CH3:8])[CH2:4][OH:5].CO[C:17](OC)([CH3:19])[CH3:18].C1(C)C=CC(S(O)(=O)=O)=CC=1.C(=O)([O-])O.[Na+]. The catalyst class is: 7. Product: [CH3:14][O:13][CH2:12][C:3]1([C:6]([CH:7]([CH3:9])[CH3:8])([CH3:10])[CH3:11])[CH2:2][O:1][C:17]([CH3:19])([CH3:18])[O:5][CH2:4]1. (4) Product: [OH:36][CH2:37][CH2:38][CH2:39][CH2:40][CH2:41][C:42]([NH:13][NH:1][CH2:2][C:3]([OH:5])=[O:4])=[O:44].[CH3:6][O:7][CH2:8][CH2:9][CH:10]([O:14][C:15]([C:30]1[CH:31]=[CH:32][CH:33]=[CH:34][CH:35]=1)([C:22]1[CH:23]=[CH:24][C:25]([O:28][CH3:29])=[CH:26][CH:27]=1)[C:16]1[CH:21]=[CH:20][CH:19]=[CH:18][CH:17]=1)[C:11]([NH2:13])=[O:12]. The catalyst class is: 272. Reactant: [NH2:1][CH2:2][C:3]([OH:5])=[O:4].[CH3:6][O:7][CH2:8][CH2:9][CH:10]([O:14][C:15]([C:30]1[CH:35]=[CH:34][CH:33]=[CH:32][CH:31]=1)([C:22]1[CH:27]=[CH:26][C:25]([O:28][CH3:29])=[CH:24][CH:23]=1)[C:16]1[CH:21]=[CH:20][CH:19]=[CH:18][CH:17]=1)[C:11]([NH2:13])=[O:12].[OH:36][CH2:37][CH2:38][CH2:39][CH2:40][CH2:41][C:42]([OH:44])=O.Cl.C(N=C=NCCCN(C)C)C.O.ON1C2C=CC=CC=2N=N1.C(N(CC)CC)C. (5) Reactant: [CH3:1][O:2][C:3](=[O:19])[C:4]1[CH:9]=[CH:8][C:7]([CH:10]([NH:12][C:13](=[O:18])[C:14]([F:17])([F:16])[F:15])[CH3:11])=[CH:6][CH:5]=1.[N+:20]([O-])([OH:22])=[O:21].O.C(Cl)Cl. Product: [CH3:1][O:2][C:3](=[O:19])[C:4]1[CH:9]=[CH:8][C:7]([CH:10]([NH:12][C:13](=[O:18])[C:14]([F:16])([F:15])[F:17])[CH3:11])=[C:6]([N+:20]([O-:22])=[O:21])[CH:5]=1. The catalyst class is: 65. (6) Reactant: [Cl:1][C:2]1[CH:3]=[C:4]([OH:8])[CH:5]=[CH:6][CH:7]=1.[OH-].[K+].F[C:12]1[CH:17]=[CH:16][C:15]([N+:18]([O-:20])=[O:19])=[C:14]([CH3:21])[CH:13]=1.[OH-].[Na+]. Product: [Cl:1][C:2]1[CH:3]=[C:4]([CH:5]=[CH:6][CH:7]=1)[O:8][C:12]1[CH:17]=[CH:16][C:15]([N+:18]([O-:20])=[O:19])=[C:14]([CH3:21])[CH:13]=1. The catalyst class is: 3. (7) Reactant: [CH3:1][CH2:2][CH2:3][CH2:4][CH3:5].[C:6]([Li])(C)(C)C.[CH:11]([C:13]1[CH:22]=[CH:21][C:16](C(OC)=O)=[CH:15][C:14]=1O)=[O:12].[Cl-].[NH4+].O. Product: [C:3]1([CH:11]([C:13]2[CH:22]=[CH:21][CH:16]=[CH:15][CH:14]=2)[OH:12])[CH:4]=[CH:5][CH:6]=[CH:1][CH:2]=1. The catalyst class is: 7.